This data is from Forward reaction prediction with 1.9M reactions from USPTO patents (1976-2016). The task is: Predict the product of the given reaction. Given the reactants [Br:1][C:2]1[CH:3]=[C:4]([CH:24]=[CH:25][CH:26]=1)[CH2:5][C:6]([CH2:16][C:17]1[CH:22]=[CH:21][CH:20]=[C:19]([Br:23])[CH:18]=1)([CH2:8][C:9]1[CH:14]=[CH:13][CH:12]=[C:11]([Br:15])[CH:10]=1)Br, predict the reaction product. The product is: [Br:1][C:2]1[CH:3]=[C:4]([CH:24]=[CH:25][CH:26]=1)[CH2:5][CH:6]([CH2:8][C:9]1[CH:14]=[CH:13][CH:12]=[C:11]([Br:15])[CH:10]=1)[CH2:16][C:17]1[CH:22]=[CH:21][CH:20]=[C:19]([Br:23])[CH:18]=1.